From a dataset of Peptide-MHC class II binding affinity with 134,281 pairs from IEDB. Regression. Given a peptide amino acid sequence and an MHC pseudo amino acid sequence, predict their binding affinity value. This is MHC class II binding data. (1) The binding affinity (normalized) is 0.394. The MHC is HLA-DQA10301-DQB10302 with pseudo-sequence HLA-DQA10301-DQB10302. The peptide sequence is PADKYKTLEAAFTVS. (2) The binding affinity (normalized) is 0.828. The peptide sequence is LAWLYAAVINGDRWF. The MHC is DRB1_0101 with pseudo-sequence DRB1_0101. (3) The peptide sequence is KSHFAIGLALYYPSA. The MHC is DRB1_0401 with pseudo-sequence DRB1_0401. The binding affinity (normalized) is 0.493. (4) The binding affinity (normalized) is 0.157. The peptide sequence is EKLKKVLEVYEARLS. The MHC is HLA-DQA10501-DQB10301 with pseudo-sequence HLA-DQA10501-DQB10301. (5) The peptide sequence is AETCPIFYDVFFAVA. The MHC is HLA-DPA10103-DPB10301 with pseudo-sequence HLA-DPA10103-DPB10301. The binding affinity (normalized) is 0.310. (6) The peptide sequence is VYHQINHLKTVLEEK. The MHC is DRB5_0101 with pseudo-sequence DRB5_0101. The binding affinity (normalized) is 0.857.